The task is: Predict which catalyst facilitates the given reaction.. This data is from Catalyst prediction with 721,799 reactions and 888 catalyst types from USPTO. (1) Reactant: [Br:1][C:2]1[CH:3]=[C:4]([CH:30]=[CH:31][CH:32]=1)[CH2:5][N:6]1[C:14]2[C:13](=[O:15])[N:12]([CH3:16])[C:11](=[O:17])[N:10]([CH3:18])[C:9]=2[N:8]=[C:7]1[NH:19][C:20]1[CH:25]=[CH:24][CH:23]=[C:22]([C:26]([F:29])([F:28])[F:27])[CH:21]=1.[H-].[Na+].I[CH3:36]. Product: [Br:1][C:2]1[CH:3]=[C:4]([CH:30]=[CH:31][CH:32]=1)[CH2:5][N:6]1[C:14]2[C:13](=[O:15])[N:12]([CH3:16])[C:11](=[O:17])[N:10]([CH3:18])[C:9]=2[N:8]=[C:7]1[N:19]([CH3:36])[C:20]1[CH:25]=[CH:24][CH:23]=[C:22]([C:26]([F:29])([F:28])[F:27])[CH:21]=1. The catalyst class is: 3. (2) Reactant: F[C:2]1[CH:9]=[CH:8][CH:7]=[CH:6][C:3]=1[CH:4]=[O:5].[Na+].[C:11]1([S:17]([O-:19])=[O:18])[CH:16]=[CH:15][CH:14]=[CH:13][CH:12]=1.O. Product: [C:11]1([S:17]([C:2]2[CH:9]=[CH:8][CH:7]=[CH:6][C:3]=2[CH:4]=[O:5])(=[O:19])=[O:18])[CH:16]=[CH:15][CH:14]=[CH:13][CH:12]=1. The catalyst class is: 16. (3) Reactant: [Cl:1][C:2]1[CH:7]=[C:6]([NH2:8])[CH:5]=[C:4]([Cl:9])[N:3]=1.CO[C:12]1O[C:14](OC)=[CH:15][CH:16]=1. Product: [Cl:1][C:2]1[CH:7]=[C:6]([N:8]2[CH:12]=[CH:16][CH:15]=[CH:14]2)[CH:5]=[C:4]([Cl:9])[N:3]=1. The catalyst class is: 15. (4) Reactant: [NH2:1][C:2]1[N:10]=[CH:9][N:8]=[C:7]2[C:3]=1[N:4]=[CH:5][N:6]2[C@H:11]1[C@@H:15]2[O:16][C:17]([CH3:20])([CH3:19])[O:18][C@@H:14]2[C@@H:13]([CH2:21][N:22]([CH3:27])[CH2:23][CH2:24][CH2:25][NH2:26])[O:12]1.[N:28]([C:31]1[CH:36]=[CH:35][C:34]([CH:37]([CH3:39])[CH3:38])=[CH:33][CH:32]=1)=[C:29]=[O:30]. Product: [NH2:1][C:2]1[N:10]=[CH:9][N:8]=[C:7]2[C:3]=1[N:4]=[CH:5][N:6]2[C@H:11]1[C@@H:15]2[O:16][C:17]([CH3:19])([CH3:20])[O:18][C@@H:14]2[C@@H:13]([CH2:21][N:22]([CH3:27])[CH2:23][CH2:24][CH2:25][NH:26][C:29]([NH:28][C:31]2[CH:36]=[CH:35][C:34]([CH:37]([CH3:39])[CH3:38])=[CH:33][CH:32]=2)=[O:30])[O:12]1. The catalyst class is: 2. (5) The catalyst class is: 4. Reactant: [NH2:1][C:2]1[CH:7]=[CH:6][C:5]([C:8]2[C:16]3[C:15]([NH2:17])=[N:14][CH:13]=[N:12][C:11]=3[N:10]([CH:18]3[CH2:23][CH2:22][O:21][CH2:20][CH2:19]3)[CH:9]=2)=[CH:4][C:3]=1[O:24][CH3:25].N1C=CC=CC=1.[CH3:32][C:33]([CH3:38])([CH3:37])[C:34](Cl)=[O:35]. Product: [NH2:17][C:15]1[C:16]2[C:8]([C:5]3[CH:6]=[CH:7][C:2]([NH:1][C:34](=[O:35])[C:33]([CH3:38])([CH3:37])[CH3:32])=[C:3]([O:24][CH3:25])[CH:4]=3)=[CH:9][N:10]([CH:18]3[CH2:19][CH2:20][O:21][CH2:22][CH2:23]3)[C:11]=2[N:12]=[CH:13][N:14]=1. (6) Reactant: [F:1][C:2]([F:7])([F:6])[C:3]([OH:5])=[O:4].[C:8]([C:10]1([C:25]2[CH:26]=[N:27][CH:28]=[C:29]([CH:31]3[CH2:33][CH2:32]3)[CH:30]=2)[CH2:16][C@@H:15]2[N:17](C(OC(C)(C)C)=O)[C@@H:12]([CH2:13][CH2:14]2)[CH2:11]1)#[N:9]. Product: [CH:31]1([C:29]2[CH:30]=[C:25]([C:10]3([C:8]#[N:9])[CH2:16][C@@H:15]4[NH:17][C@@H:12]([CH2:13][CH2:14]4)[CH2:11]3)[CH:26]=[N:27][CH:28]=2)[CH2:32][CH2:33]1.[F:1][C:2]([F:7])([F:6])[C:3]([O-:5])=[O:4]. The catalyst class is: 4. (7) Reactant: Br[CH2:2][C:3]([O:5][CH2:6][CH3:7])=[O:4].C(=O)([O-])[O-].[K+].[K+].[SH:14][C:15]1[CH:20]=[CH:19][C:18]([OH:21])=[CH:17][CH:16]=1. Product: [OH:21][C:18]1[CH:19]=[CH:20][C:15]([S:14][CH2:2][C:3]([O:5][CH2:6][CH3:7])=[O:4])=[CH:16][CH:17]=1. The catalyst class is: 3. (8) Product: [C:1]([C:9]1[CH:18]=[C:17]2[C:12]([CH:13]=[CH:14][C:15](=[O:25])[N:16]2[CH2:19][CH:20]2[O:24][CH2:23][CH2:22][O:21]2)=[N:11][CH:10]=1)#[N:2]. The catalyst class is: 13. Reactant: [CH3:1][N:2]1CCCC1=O.Br[C:9]1[CH:18]=[C:17]2[C:12]([CH:13]=[CH:14][C:15](=[O:25])[N:16]2[CH2:19][CH:20]2[O:24][CH2:23][CH2:22][O:21]2)=[N:11][CH:10]=1.[Cu](C#N)C#N. (9) The catalyst class is: 12. Product: [C:34]([O:38][C:39]([N:41]1[CH2:46][CH2:45][CH2:44][C@H:43]([C:47]2[N:50]=[C:9]([C:6]3[NH:7][CH:8]=[C:4]([CH:1]([CH3:2])[CH3:3])[CH:5]=3)[O:11][N:48]=2)[CH2:42]1)=[O:40])([CH3:37])([CH3:35])[CH3:36]. Reactant: [CH:1]([C:4]1[CH:5]=[C:6]([C:9]([OH:11])=O)[NH:7][CH:8]=1)([CH3:3])[CH3:2].C1C=NC2N(O)N=NC=2C=1.CCN=C=NCCCN(C)C.Cl.[C:34]([O:38][C:39]([N:41]1[CH2:46][CH2:45][CH2:44][C@H:43]([C:47](=[NH:50])[NH:48]O)[CH2:42]1)=[O:40])([CH3:37])([CH3:36])[CH3:35].C(N(CC)CC)C.